This data is from Catalyst prediction with 721,799 reactions and 888 catalyst types from USPTO. The task is: Predict which catalyst facilitates the given reaction. (1) Reactant: [F:1][C:2]1[CH:7]=[C:6]([F:8])[CH:5]=[CH:4][C:3]=1[N:9]1[C:17](=[O:18])[C:16]2[C@@H:15]3[C:19]([CH3:21])([CH3:20])[C@@:12]([CH3:22])([CH2:13][CH2:14]3)[C:11]=2[NH:10]1.[CH2:23](I)[CH:24]=[CH2:25]. Product: [CH2:25]([N:10]1[C:11]2[C@@:12]3([CH3:22])[C:19]([CH3:21])([CH3:20])[C@H:15]([CH2:14][CH2:13]3)[C:16]=2[C:17](=[O:18])[N:9]1[C:3]1[CH:4]=[CH:5][C:6]([F:8])=[CH:7][C:2]=1[F:1])[CH:24]=[CH2:23]. The catalyst class is: 9. (2) Reactant: [OH:1][C:2]1[CH:11]=[C:10]2[C:5]([C:6]([C:17]3[CH:21]=[CH:20][S:19][CH:18]=3)=[CH:7][C:8]([C:12]([O:14]CC)=[O:13])=[CH:9]2)=[CH:4][CH:3]=1.[Cl:22][C:23]1[C:30]([Cl:31])=[CH:29][CH:28]=[C:27]([Cl:32])[C:24]=1[CH2:25]Br.C(=O)([O-])[O-].[K+].[K+]. Product: [S:19]1[CH:20]=[CH:21][C:17]([C:6]2[C:5]3[C:10](=[CH:11][C:2]([O:1][CH2:25][C:24]4[C:27]([Cl:32])=[CH:28][CH:29]=[C:30]([Cl:31])[C:23]=4[Cl:22])=[CH:3][CH:4]=3)[CH:9]=[C:8]([C:12]([OH:14])=[O:13])[CH:7]=2)=[CH:18]1. The catalyst class is: 115. (3) Reactant: [C:1]([O:5][C:6](=[O:29])[NH:7][C@H:8]1[CH2:16][CH2:15][CH2:14][C@H:13]([CH2:17][CH2:18]O)[C@@H:12]([O:20][C:21]2[CH:26]=[CH:25][CH:24]=[CH:23][CH:22]=2)[C@H:11]([CH3:27])[O:10][C:9]1=[O:28])([CH3:4])([CH3:3])[CH3:2].[Br:30]C(Br)(Br)Br.C1(P(C2C=CC=CC=2)C2C=CC=CC=2)C=CC=CC=1.CC(C)=O. Product: [C:1]([O:5][C:6](=[O:29])[NH:7][C@H:8]1[CH2:16][CH2:15][CH2:14][C@H:13]([CH2:17][CH2:18][Br:30])[C@@H:12]([O:20][C:21]2[CH:26]=[CH:25][CH:24]=[CH:23][CH:22]=2)[C@H:11]([CH3:27])[O:10][C:9]1=[O:28])([CH3:4])([CH3:3])[CH3:2]. The catalyst class is: 2. (4) Reactant: [NH2:1][C:2]1[CH:6]=[C:5]([C:7]2[CH:12]=[CH:11][C:10]([C:13]#[N:14])=[CH:9][CH:8]=2)[S:4][C:3]=1[C:15]([OH:17])=[O:16].[Cl:18][C:19]1[CH:24]=[CH:23][CH:22]=[C:21]([Cl:25])[C:20]=1[N:26]=[C:27]=[O:28].C(N(CC)CC)C.Cl. Product: [C:13]([C:10]1[CH:9]=[CH:8][C:7]([C:5]2[S:4][C:3]([C:15]([OH:17])=[O:16])=[C:2]([NH:1][C:27]([NH:26][C:20]3[C:21]([Cl:25])=[CH:22][CH:23]=[CH:24][C:19]=3[Cl:18])=[O:28])[CH:6]=2)=[CH:12][CH:11]=1)#[N:14]. The catalyst class is: 3. (5) Reactant: [H-].[Al+3].[Li+].[H-].[H-].[H-].[C:7]1(=O)[NH:11][C:10](=O)[C@H:9]2[CH2:13][CH:14]=[CH:15][CH2:16][C@@H:8]12. Product: [CH2:10]1[C@@H:9]2[C@@H:8]([CH2:16][CH:15]=[CH:14][CH2:13]2)[CH2:7][NH:11]1. The catalyst class is: 1. (6) Reactant: [CH2:1]1[CH2:9][O:8][C:7]2[C:3](=[CH:4][S:5][CH:6]=2)[O:2]1.CN(C)[CH:12]=[O:13].P(Cl)(Cl)(Cl)=O.O. Product: [CH:12]([C:4]1[S:5][CH:6]=[C:7]2[O:8][CH2:9][CH2:1][O:2][C:3]=12)=[O:13]. The catalyst class is: 4. (7) Reactant: [NH2:1][N:2]1[C:6]2[N:7]=[C:8]([CH:16]3[CH2:18][CH2:17]3)[CH:9]=[C:10]([C:11]([O:13]CC)=[O:12])[C:5]=2[CH:4]=[N:3]1.[OH-].[Na+]. Product: [NH2:1][N:2]1[C:6]2[N:7]=[C:8]([CH:16]3[CH2:17][CH2:18]3)[CH:9]=[C:10]([C:11]([OH:13])=[O:12])[C:5]=2[CH:4]=[N:3]1. The catalyst class is: 8. (8) Reactant: [CH3:1][NH:2][CH3:3].[CH2:4]=O.[Br:6][C:7]1[CH:8]=[C:9]2[C:13](=[CH:14][CH:15]=1)[NH:12][CH:11]=[CH:10]2. Product: [Br:6][C:7]1[CH:8]=[C:9]2[C:3](=[CH:14][CH:15]=1)[NH:2][CH:1]=[C:10]2[CH2:11][N:12]([CH3:4])[CH3:13]. The catalyst class is: 15.